Task: Predict the product of the given reaction.. Dataset: Forward reaction prediction with 1.9M reactions from USPTO patents (1976-2016) (1) Given the reactants [CH:1]([C:4]1[CH:9]=[CH:8][C:7]([OH:10])=[CH:6][C:5]=1[OH:11])([CH3:3])[CH3:2].[Br-:12].[Br-].[Br-].C([N+](C)(C)C)C1C=CC=CC=1.C([N+](C)(C)C)C1C=CC=CC=1.C([N+](C)(C)C)C1C=CC=CC=1, predict the reaction product. The product is: [Br:12][C:8]1[CH:9]=[C:4]([CH:1]([CH3:3])[CH3:2])[C:5]([OH:11])=[CH:6][C:7]=1[OH:10]. (2) Given the reactants [Br:1][C:2]1[CH:28]=[CH:27][C:5]([O:6][C:7]2[CH:12]=[CH:11][C:10]([F:13])=[CH:9][C:8]=2[NH:14][S:15]([C:18]2[CH:26]=[CH:25][C:21]([C:22]([OH:24])=O)=[CH:20][CH:19]=2)(=[O:17])=[O:16])=[CH:4][CH:3]=1.[N:29]1[CH:34]=[CH:33][CH:32]=[CH:31][C:30]=1[CH2:35][N:36]1[CH2:41][CH2:40][N:39]([CH2:42][CH2:43][NH2:44])[CH2:38][CH2:37]1, predict the reaction product. The product is: [Br:1][C:2]1[CH:28]=[CH:27][C:5]([O:6][C:7]2[CH:12]=[CH:11][C:10]([F:13])=[CH:9][C:8]=2[NH:14][S:15]([C:18]2[CH:26]=[CH:25][C:21]([C:22]([NH:44][CH2:43][CH2:42][N:39]3[CH2:38][CH2:37][N:36]([CH2:35][C:30]4[CH:31]=[CH:32][CH:33]=[CH:34][N:29]=4)[CH2:41][CH2:40]3)=[O:24])=[CH:20][CH:19]=2)(=[O:16])=[O:17])=[CH:4][CH:3]=1. (3) Given the reactants [Cl:1][C:2]1[CH:3]=[CH:4][C:5]2[NH:10][C:9](=[O:11])[O:8][C:7]([CH2:16][CH2:17][CH2:18][OH:19])([C:12]([F:15])([F:14])[F:13])[C:6]=2[CH:20]=1.O.CC([OH:25])C.[OH-].[Na+], predict the reaction product. The product is: [Cl:1][C:2]1[CH:3]=[CH:4][C:5]2[NH:10][C:9](=[O:11])[O:8][C:7]([CH2:16][CH2:17][C:18]([OH:25])=[O:19])([C:12]([F:14])([F:15])[F:13])[C:6]=2[CH:20]=1. (4) Given the reactants FC1C=CC=CC=1NC1OC(C(NC2C=CC(N3CCC(C(O)=O)CC3)=NC=2)=O)=C(C(F)(F)F)N=1.[C:36]([NH:44][C:45]1[O:46][C:47]([C:54]([NH:56][C:57]2[CH:58]=[CH:59][C:60]([N:63]3[CH2:68][CH2:67][CH:66]([CH2:69][C:70]([O:72]CC)=[O:71])[CH2:65][CH2:64]3)=[N:61][CH:62]=2)=[O:55])=[C:48]([C:50]([F:53])([F:52])[F:51])[N:49]=1)(=[O:43])[C:37]1[CH:42]=[CH:41][CH:40]=[CH:39][CH:38]=1, predict the reaction product. The product is: [C:36]([NH:44][C:45]1[O:46][C:47]([C:54]([NH:56][C:57]2[CH:58]=[CH:59][C:60]([N:63]3[CH2:68][CH2:67][CH:66]([CH2:69][C:70]([OH:72])=[O:71])[CH2:65][CH2:64]3)=[N:61][CH:62]=2)=[O:55])=[C:48]([C:50]([F:52])([F:53])[F:51])[N:49]=1)(=[O:43])[C:37]1[CH:38]=[CH:39][CH:40]=[CH:41][CH:42]=1. (5) The product is: [OH:25][CH:23]([CH3:24])[CH:18]=[CH:17][C:16]([O:20][CH2:21][CH3:22])=[O:19]. Given the reactants CC1(C)CCCC(C)(C)N1.[Li]CCCC.[C:16]([O:20][CH2:21][CH3:22])(=[O:19])[C:17]#[CH:18].[CH:23](=[O:25])[CH3:24], predict the reaction product. (6) Given the reactants Cl[C:2]1[N:22]=[C:5]2[C:6]([C:10]3[CH:11]=[N:12][N:13]([C:15]4[CH:20]=[CH:19][C:18]([CH3:21])=[CH:17][CH:16]=4)[CH:14]=3)=[CH:7][CH:8]=[CH:9][N:4]2[N:3]=1.[C:23]([O:27][C:28]([N:30]1[CH2:35][CH2:34][CH:33]([C:36]2[CH:41]=[CH:40][C:39]([NH2:42])=[CH:38][CH:37]=2)[CH2:32][CH2:31]1)=[O:29])([CH3:26])([CH3:25])[CH3:24].C1(P(C2CCCCC2)C2C=CC=CC=2C2C=CC=CC=2P(C2CCCCC2)C2CCCCC2)CCCCC1, predict the reaction product. The product is: [C:23]([O:27][C:28]([N:30]1[CH2:35][CH2:34][CH:33]([C:36]2[CH:41]=[CH:40][C:39]([NH:42][C:2]3[N:22]=[C:5]4[C:6]([C:10]5[CH:11]=[N:12][N:13]([C:15]6[CH:20]=[CH:19][C:18]([CH3:21])=[CH:17][CH:16]=6)[CH:14]=5)=[CH:7][CH:8]=[CH:9][N:4]4[N:3]=3)=[CH:38][CH:37]=2)[CH2:32][CH2:31]1)=[O:29])([CH3:26])([CH3:24])[CH3:25]. (7) Given the reactants [F:1][C:2]1[CH:7]=[CH:6][C:5]([CH2:8][C:9]2[CH:18]=[C:17]3[C:12]([C:13]([OH:36])=[C:14]([C:31](OCC)=[O:32])[C:15](=[O:30])[N:16]3[CH2:19][CH2:20][CH2:21][N:22]3[CH2:28][CH2:27][CH2:26][CH2:25][CH2:24][C:23]3=[O:29])=[N:11][CH:10]=2)=[CH:4][CH:3]=1.[NH2:37][C@@H:38]([CH3:41])[CH2:39][OH:40], predict the reaction product. The product is: [F:1][C:2]1[CH:7]=[CH:6][C:5]([CH2:8][C:9]2[CH:18]=[C:17]3[C:12]([C:13]([OH:36])=[C:14]([C:31]([NH:37][C@@H:38]([CH3:41])[CH2:39][OH:40])=[O:32])[C:15](=[O:30])[N:16]3[CH2:19][CH2:20][CH2:21][N:22]3[CH2:28][CH2:27][CH2:26][CH2:25][CH2:24][C:23]3=[O:29])=[N:11][CH:10]=2)=[CH:4][CH:3]=1. (8) Given the reactants [C:1]([O:5][C:6]([N:8]1[CH2:13][CH2:12][N:11]([C:14](=[O:38])[C:15]2[CH:20]=[CH:19][C:18]([N:21]3[C@H:25]([CH2:26][O:27]C(=O)C4C=CC=CC=4)[CH2:24][O:23][C:22]3=[O:36])=[C:17]([F:37])[CH:16]=2)[CH2:10][CH2:9]1)=[O:7])([CH3:4])([CH3:3])[CH3:2].[OH-].[Na+].Cl.[Cl-].[Na+], predict the reaction product. The product is: [C:1]([O:5][C:6]([N:8]1[CH2:9][CH2:10][N:11]([C:14](=[O:38])[C:15]2[CH:20]=[CH:19][C:18]([N:21]3[C@H:25]([CH2:26][OH:27])[CH2:24][O:23][C:22]3=[O:36])=[C:17]([F:37])[CH:16]=2)[CH2:12][CH2:13]1)=[O:7])([CH3:4])([CH3:2])[CH3:3]. (9) The product is: [NH2:18][CH2:17][CH2:16][N:15]([CH2:14][C:13]1[N:9]([C:6]2[CH:5]=[CH:4][C:3]([C:1]#[N:2])=[CH:8][CH:7]=2)[N:10]=[N:11][CH:12]=1)[CH3:26]. Given the reactants [C:1]([C:3]1[CH:8]=[CH:7][C:6]([N:9]2[C:13]([CH2:14][N:15]([CH3:26])[CH2:16][CH2:17][NH:18]C(=O)OC(C)(C)C)=[CH:12][N:11]=[N:10]2)=[CH:5][CH:4]=1)#[N:2].O.CC#N, predict the reaction product.